Dataset: Full USPTO retrosynthesis dataset with 1.9M reactions from patents (1976-2016). Task: Predict the reactants needed to synthesize the given product. (1) Given the product [CH2:1]([C:5]1[CH:6]=[C:7]2[C:12](=[C:13]([O:15][C@H:16]3[CH2:20][CH2:19][NH:18][CH2:17]3)[CH:14]=1)[N:11]=[CH:10][CH:9]=[CH:8]2)[CH2:2][CH2:3][CH3:4], predict the reactants needed to synthesize it. The reactants are: [CH2:1]([C:5]1[CH:6]=[C:7]2[C:12](=[C:13]([O:15][C@H:16]3[CH2:20][CH2:19][N:18](C(OC(C)(C)C)=O)[CH2:17]3)[CH:14]=1)[N:11]=[CH:10][CH:9]=[CH:8]2)[CH2:2][CH2:3][CH3:4].Cl. (2) Given the product [CH3:17][C:6]1([CH3:18])[C:7]2[C:12](=[CH:11][CH:10]=[C:9]([C:13]([F:16])([F:14])[F:15])[CH:8]=2)[NH:4][C:5]1=[O:19], predict the reactants needed to synthesize it. The reactants are: C([N:4]1[C:12]2[C:7](=[CH:8][C:9]([C:13]([F:16])([F:15])[F:14])=[CH:10][CH:11]=2)[C:6]([CH3:18])([CH3:17])[C:5]1=[O:19])(=O)C.[OH-].[Na+]. (3) Given the product [NH2:10][C:5]1[CH:4]=[CH:3][C:2]([F:1])=[CH:13][C:6]=1[C:7]([NH:15][CH3:14])=[O:8], predict the reactants needed to synthesize it. The reactants are: [F:1][C:2]1[CH:3]=[CH:4][C:5]2[NH:10]C(=O)[O:8][C:7](=O)[C:6]=2[CH:13]=1.[CH3:14][NH2:15]. (4) Given the product [CH:7]([O:10][C:12]1[CH:21]=[CH:22][C:23]([C:24]([OH:20])=[O:4])=[CH:14][N:13]=1)([CH3:9])[CH3:8], predict the reactants needed to synthesize it. The reactants are: CC(C)([O-:4])C.[K+].[CH:7]([OH:10])([CH3:9])[CH3:8].Cl[C:12]1C=CC(C#N)=[CH:14][N:13]=1.[O:20]1[CH2:24][CH2:23][CH2:22][CH2:21]1. (5) Given the product [CH3:1][C:2]([CH3:21])([CH3:20])[C@H:3]([O:4][C:23]([NH:22][C@@H:25]([CH2:30][CH2:31][CH2:32][CH3:33])[C:26]([O:28][CH3:29])=[O:27])=[O:24])[C:5]1[O:6][C:7]([C:10]2[CH:15]=[CH:14][C:13]([C:16]([F:19])([F:17])[F:18])=[CH:12][CH:11]=2)=[N:8][N:9]=1, predict the reactants needed to synthesize it. The reactants are: [CH3:1][C:2]([CH3:21])([CH3:20])[C@@H:3]([C:5]1[O:6][C:7]([C:10]2[CH:15]=[CH:14][C:13]([C:16]([F:19])([F:18])[F:17])=[CH:12][CH:11]=2)=[N:8][N:9]=1)[OH:4].[N:22]([C@@H:25]([CH2:30][CH2:31][CH2:32][CH3:33])[C:26]([O:28][CH3:29])=[O:27])=[C:23]=[O:24]. (6) Given the product [Br:1][C:5]1[C:4]([OH:3])=[CH:13][CH:12]=[C:11]2[C:6]=1[CH:7]=[CH:8][N:9]=[CH:10]2, predict the reactants needed to synthesize it. The reactants are: [Br:1]Br.[OH:3][C:4]1[CH:5]=[C:6]2[C:11](=[CH:12][CH:13]=1)[CH:10]=[N:9][CH:8]=[CH:7]2.C(OCC)(=O)C. (7) Given the product [C:6]([C:5]1[CH:16]=[CH:14][C:10]([C@H:11]2[CH2:13][C@@H:12]2[C:2]([OH:4])=[O:3])=[CH:9][CH:8]=1)(=[O:7])[NH2:23], predict the reactants needed to synthesize it. The reactants are: O.[CH:2]([OH:4])=[O:3].[CH3:5][CH2:6][OH:7].[CH3:8][CH2:9][CH2:10][CH:11]([CH3:13])[CH3:12].[C:14](O)([C:16](F)(F)F)=O.CC#[N:23].